This data is from Forward reaction prediction with 1.9M reactions from USPTO patents (1976-2016). The task is: Predict the product of the given reaction. (1) Given the reactants Cl[C:2]1[CH:7]=[CH:6][N:5]=[C:4]2[NH:8][C:9]([C:11]([F:14])([F:13])[F:12])=[CH:10][C:3]=12.[N:15]1([S:20]([C:23]2[CH:28]=[CH:27][C:26](B(O)O)=[CH:25][CH:24]=2)(=[O:22])=[O:21])[CH2:19][CH2:18][CH2:17][CH2:16]1.C(=O)([O-])[O-].[Na+].[Na+], predict the reaction product. The product is: [N:15]1([S:20]([C:23]2[CH:28]=[CH:27][C:26]([C:2]3[CH:7]=[CH:6][N:5]=[C:4]4[NH:8][C:9]([C:11]([F:14])([F:13])[F:12])=[CH:10][C:3]=34)=[CH:25][CH:24]=2)(=[O:21])=[O:22])[CH2:16][CH2:17][CH2:18][CH2:19]1. (2) Given the reactants [OH:1][C@H:2]1[CH2:6][N:5]([CH3:7])[C@H:4]([C:8]([O:10][CH3:11])=[O:9])[CH2:3]1.N1C=CN=C1.[C:17]([Si:21]([CH3:24])([CH3:23])Cl)([CH3:20])([CH3:19])[CH3:18], predict the reaction product. The product is: [Si:21]([O:1][C@H:2]1[CH2:6][N:5]([CH3:7])[C@H:4]([C:8]([O:10][CH3:11])=[O:9])[CH2:3]1)([C:17]([CH3:20])([CH3:19])[CH3:18])([CH3:24])[CH3:23].